From a dataset of Reaction yield outcomes from USPTO patents with 853,638 reactions. Predict the reaction yield, written as a fraction of the theoretical maximum amount of product (1.0 means a 100% yield; for example, 0.34 means a 34% yield). (1) The reactants are [CH3:1][N:2]1[CH:6]=[C:5]([NH:7][C:8]([C:10]2[CH:15]=[CH:14][CH:13]=[CH:12][C:11]=2[N:16]2[CH2:21][CH2:20][O:19][CH2:18][CH2:17]2)=[O:9])[CH:4]=[C:3]1[C:22]([O:24]C)=[O:23].[OH-].[Na+].ClCCl.C(O)C. The catalyst is CO. The product is [CH3:1][N:2]1[CH:6]=[C:5]([NH:7][C:8]([C:10]2[CH:15]=[CH:14][CH:13]=[CH:12][C:11]=2[N:16]2[CH2:17][CH2:18][O:19][CH2:20][CH2:21]2)=[O:9])[CH:4]=[C:3]1[C:22]([OH:24])=[O:23]. The yield is 0.750. (2) The reactants are [CH3:1][N:2]1[CH:6]([C:7]([O:9]C)=[O:8])[CH2:5][NH:4][C:3]1=[O:11].[H-].[Na+].Br[CH:15]1[CH2:19][CH2:18][CH2:17][CH2:16]1.[OH-].[Li+].Cl. The catalyst is CN(C)C=O.O. The product is [CH:15]1([N:4]2[CH2:5][CH:6]([C:7]([OH:9])=[O:8])[N:2]([CH3:1])[C:3]2=[O:11])[CH2:19][CH2:18][CH2:17][CH2:16]1. The yield is 0.0900. (3) The reactants are [CH3:1][C:2]1[CH:7]=[CH:6][C:5]([C:8](=[O:10])[CH3:9])=[CH:4][CH:3]=1.CO[C:13]([N:17]([CH3:19])[CH3:18])(OC)[CH3:14]. The product is [CH3:18][N:17]([CH3:19])/[C:13](/[CH3:14])=[CH:9]/[C:8]([C:5]1[CH:6]=[CH:7][C:2]([CH3:1])=[CH:3][CH:4]=1)=[O:10]. No catalyst specified. The yield is 0.600. (4) The reactants are O.NN.[C:4]([O:8][C:9]([N:11]1[CH2:16][CH2:15][N:14]([C:17]([CH2:26][N:27]2C(=O)C3C(=CC=CC=3)C2=O)([C:22]([O:24][CH3:25])=[O:23])[C:18]([O:20][CH3:21])=[O:19])[CH2:13][CH2:12]1)=[O:10])([CH3:7])([CH3:6])[CH3:5]. The catalyst is CO. The product is [NH2:27][CH2:26][C:17]([N:14]1[CH2:13][CH2:12][N:11]([C:9]([O:8][C:4]([CH3:7])([CH3:6])[CH3:5])=[O:10])[CH2:16][CH2:15]1)([C:18]([O:20][CH3:21])=[O:19])[C:22]([O:24][CH3:25])=[O:23]. The yield is 0.500. (5) The reactants are [NH2:1][C:2]1[C:7]([CH:8]=O)=[CH:6][CH:5]=[CH:4][N:3]=1.[CH3:10][C:11]([CH3:13])=O. The catalyst is C(O)C. The product is [CH3:13][C:11]1[CH:10]=[CH:8][C:7]2[C:2](=[N:3][CH:4]=[CH:5][CH:6]=2)[N:1]=1. The yield is 0.690. (6) The reactants are [CH2:1]([NH:3][C:4]1[N:5]=[C:6]([S:12][CH3:13])[N:7]=[N:8][C:9]=1[CH:10]=O)[CH3:2].CO[C:16]1[CH:17]=[C:18]([CH2:24][C:25]#[N:26])[CH:19]=[C:20]([O:22][CH3:23])[CH:21]=1.[C:27](=[O:30])([O-])[O-].[K+].[K+]. The catalyst is C1COCC1. The product is [CH3:23][O:22][C:20]1[CH:19]=[C:18]([C:24]2[C:25](=[NH:26])[N:3]([CH2:1][CH3:2])[C:4]3[N:5]=[C:6]([S:12][CH3:13])[N:7]=[N:8][C:9]=3[CH:10]=2)[CH:17]=[C:16]([O:30][CH3:27])[CH:21]=1. The yield is 0.590. (7) The reactants are [Br:1][C:2]1[CH:3]=[C:4]2[C:8](=[CH:9][CH:10]=1)[NH:7][C:6](=[O:11])[CH2:5]2.[CH2:12]([N:14]([CH2:35][CH3:36])[CH2:15][CH2:16][CH2:17][NH:18][C:19]([C:21]1[C:25]([C:26]2[CH:31]=[CH:30][CH:29]=[CH:28][CH:27]=2)=[C:24]([CH:32]=O)[NH:23][C:22]=1[CH3:34])=[O:20])[CH3:13]. No catalyst specified. The product is [CH2:35]([N:14]([CH2:12][CH3:13])[CH2:15][CH2:16][CH2:17][NH:18][C:19]([C:21]1[C:25]([C:26]2[CH:31]=[CH:30][CH:29]=[CH:28][CH:27]=2)=[C:24]([CH:32]=[C:5]2[C:4]3[C:8](=[CH:9][CH:10]=[C:2]([Br:1])[CH:3]=3)[NH:7][C:6]2=[O:11])[NH:23][C:22]=1[CH3:34])=[O:20])[CH3:36]. The yield is 0.420. (8) The reactants are [H-].[Na+].[CH2:3]([N:5]1[C:14]2[CH:13]=[CH:12][C:11]([CH3:15])=[CH:10][C:9]=2[C:8](=[O:16])[C:7]2[N:17]([CH3:20])[N:18]=[CH:19][C:6]1=2)[CH3:4].ICC[CH2:24][CH2:25][CH2:26][I:27].[CH3:28]N(C)C=O. No catalyst specified. The product is [I:27][C:26]1[CH:25]=[CH:24][CH:4]=[C:3]([N:5]2[C:14]3[CH:13]=[CH:12][C:11]([CH3:15])=[CH:10][C:9]=3[C:8](=[O:16])[C:7]3[N:17]([CH3:20])[N:18]=[CH:19][C:6]2=3)[CH:28]=1. The yield is 0.460. (9) The reactants are Cl[C:2]1[O:6][C:5]([C:7]2[C:12]([C:13]#[N:14])=[C:11]([C:15]3[C:20]([F:21])=[CH:19][CH:18]=[C:17]([F:22])[C:16]=3[F:23])[N:10]=[C:9]3[NH:24][N:25]=[C:26]([CH3:27])[C:8]=23)=[CH:4][CH:3]=1.[NH:28]1[CH2:33][CH2:32][O:31][CH2:30][CH2:29]1. No catalyst specified. The product is [CH3:27][C:26]1[C:8]2[C:9](=[N:10][C:11]([C:15]3[C:20]([F:21])=[CH:19][CH:18]=[C:17]([F:22])[C:16]=3[F:23])=[C:12]([C:13]#[N:14])[C:7]=2[C:5]2[O:6][C:2]([N:28]3[CH2:33][CH2:32][O:31][CH2:30][CH2:29]3)=[CH:3][CH:4]=2)[NH:24][N:25]=1. The yield is 0.350. (10) The reactants are [CH3:1]OP(C(=[N+]=[N-])C(=O)C)(=O)OC.[CH3:13][C:14]([CH3:24])([CH2:17][O:18][CH:19]1[CH2:23][CH2:22][O:21][CH2:20]1)[CH:15]=O.C([O-])([O-])=O.[K+].[K+]. The catalyst is CO. The product is [CH3:13][C:14]([CH3:24])([C:15]#[CH:1])[CH2:17][O:18][CH:19]1[CH2:23][CH2:22][O:21][CH2:20]1. The yield is 0.690.